From a dataset of Forward reaction prediction with 1.9M reactions from USPTO patents (1976-2016). Predict the product of the given reaction. (1) The product is: [F:12][C:10]1[CH:11]=[C:6]([C:4](=[O:3])[CH3:5])[CH:7]=[C:8]([F:18])[C:9]=1[O:13][C:14]([F:16])([F:17])[F:15]. Given the reactants C([O:3][C:4]([C:6]1[CH:7]=[C:8]([F:18])[C:9]([O:13][C:14]([F:17])([F:16])[F:15])=[C:10]([F:12])[CH:11]=1)=[CH2:5])C.Cl.CC(C)=O, predict the reaction product. (2) The product is: [Cl:17][C:18]1[CH:23]=[CH:22][C:21]([N:24]2[C:32]([CH:33]([CH:36]3[CH2:41][CH2:40][CH2:39][CH2:38][CH2:37]3)[CH:34]=[O:35])=[C:31]3[C:26]([CH2:27][CH2:28][CH2:29][CH2:30]3)=[N:25]2)=[CH:20][CH:19]=1. Given the reactants N1P(Cl)(Cl)=NP(Cl)(Cl)=NP=1(Cl)Cl.CS(C)=O.[Cl:17][C:18]1[CH:23]=[CH:22][C:21]([N:24]2[C:32]([CH:33]([CH:36]3[CH2:41][CH2:40][CH2:39][CH2:38][CH2:37]3)[CH2:34][OH:35])=[C:31]3[C:26]([CH2:27][CH2:28][CH2:29][CH2:30]3)=[N:25]2)=[CH:20][CH:19]=1.C(N(CC)CC)C, predict the reaction product. (3) Given the reactants [Cl:1][C:2]1[C:3]([O:12][C:13]2[CH:18]=[C:17]([O:19][CH2:20][CH2:21][O:22][CH3:23])[CH:16]=[CH:15][C:14]=2[CH2:24][CH2:25][CH2:26][NH2:27])=[N:4][CH:5]=[C:6]([C:8]([F:11])([F:10])[F:9])[CH:7]=1.N1C=CC=CC=1.[C:34]1([CH2:40][S:41](Cl)(=[O:43])=[O:42])[CH:39]=[CH:38][CH:37]=[CH:36][CH:35]=1.Cl, predict the reaction product. The product is: [Cl:1][C:2]1[C:3]([O:12][C:13]2[CH:18]=[C:17]([O:19][CH2:20][CH2:21][O:22][CH3:23])[CH:16]=[CH:15][C:14]=2[CH2:24][CH2:25][CH2:26][NH:27][S:41]([CH2:40][C:34]2[CH:39]=[CH:38][CH:37]=[CH:36][CH:35]=2)(=[O:43])=[O:42])=[N:4][CH:5]=[C:6]([C:8]([F:9])([F:11])[F:10])[CH:7]=1.